Predict the reaction yield, written as a fraction of the theoretical maximum amount of product (1.0 means a 100% yield; for example, 0.34 means a 34% yield). From a dataset of Reaction yield outcomes from USPTO patents with 853,638 reactions. (1) The reactants are [Cl:1][C:2]1[C:3]([O:9][C:10]2[CH:17]=[C:16]([O:18][CH2:19][CH2:20][O:21][CH3:22])[CH:15]=[CH:14][C:11]=2[CH:12]=O)=[N:4][CH:5]=[C:6]([Cl:8])[CH:7]=1.[CH3:23][CH:24](C(O)=O)[C:25]([OH:27])=[O:26].N1CCCC1.Cl. The catalyst is C(O)(=O)C.O. The product is [Cl:1][C:2]1[C:3]([O:9][C:10]2[CH:17]=[C:16]([O:18][CH2:19][CH2:20][O:21][CH3:22])[CH:15]=[CH:14][C:11]=2/[CH:12]=[C:24](\[CH3:23])/[C:25]([OH:27])=[O:26])=[N:4][CH:5]=[C:6]([Cl:8])[CH:7]=1. The yield is 0.780. (2) The reactants are C(OC([N:8]1[CH2:13][CH2:12][CH:11]([S:14][C:15]([C:18]([O:20][CH2:21][CH3:22])=[O:19])([CH3:17])[CH3:16])[CH2:10][CH2:9]1)=O)(C)(C)C.Cl. The catalyst is O1CCOCC1. The product is [CH2:21]([O:20][C:18](=[O:19])[C:15]([CH3:17])([S:14][CH:11]1[CH2:10][CH2:9][NH:8][CH2:13][CH2:12]1)[CH3:16])[CH3:22]. The yield is 0.920. (3) The reactants are Br[C:2]1[CH:12]=[CH:11][CH:10]=[C:4]2[C:5]([O:7][C:8](=[O:9])[C:3]=12)=[O:6].C(N(CC)CC)C.[CH:20]#[C:21][CH3:22]. The catalyst is Cl[Pd](Cl)([P](C1C=CC=CC=1)(C1C=CC=CC=1)C1C=CC=CC=1)[P](C1C=CC=CC=1)(C1C=CC=CC=1)C1C=CC=CC=1.[Cu]I.C1(P(C2C=CC=CC=2)C2C=CC=CC=2)C=CC=CC=1.C1(C)C=CC=CC=1. The product is [C:20]([C:12]1[CH:2]=[C:3]2[C:4](=[CH:10][CH:11]=1)[C:5](=[O:6])[O:7][C:8]2=[O:9])#[C:21][CH3:22]. The yield is 0.980. (4) The reactants are [CH3:1][O:2][C:3]1[CH:4]=[C:5]2[C:10](=[CH:11][C:12]=1[O:13][CH3:14])[N:9]=[CH:8][N:7]=[C:6]2[O:15][C:16]1[CH:22]=[CH:21][C:19]([NH2:20])=[CH:18][CH:17]=1.Cl[C:24](Cl)([O:26][C:27](=[O:33])OC(Cl)(Cl)Cl)Cl.[CH3:35][N:36]1[CH2:41][CH2:40]C(O)[CH2:38][CH2:37]1.C(=O)(O)[O-].[Na+]. The catalyst is C(Cl)Cl.C(N(CC)CC)C.C1(C)C=CC=CC=1. The product is [CH3:1][O:2][C:3]1[CH:4]=[C:5]2[C:10](=[CH:11][C:12]=1[O:13][CH3:14])[N:9]=[CH:8][N:7]=[C:6]2[O:15][C:16]1[CH:22]=[CH:21][C:19]([NH:20][C:27](=[O:33])[O:26][CH:24]2[CH2:40][CH2:41][N:36]([CH3:35])[CH2:37][CH2:38]2)=[CH:18][CH:17]=1. The yield is 0.370. (5) The reactants are [CH3:1][NH:2][CH2:3][CH2:4][O:5][C:6]1[CH:15]=[CH:14][CH:13]=[C:12]2[C:7]=1[C:8]([NH:16][C:17]1[CH:22]=[CH:21][C:20]([O:23][C:24]3[CH:25]=[N:26][C:27]([CH3:30])=[CH:28][CH:29]=3)=[C:19]([CH3:31])[CH:18]=1)=[N:9][CH:10]=[N:11]2.[C:32]([OH:36])(=O)[CH2:33][OH:34].CN(C(ON1N=NC2C=CC=NC1=2)=[N+](C)C)C.F[P-](F)(F)(F)(F)F. The catalyst is CC(N(C)C)=O. The product is [OH:34][CH2:33][C:32]([N:2]([CH3:1])[CH2:3][CH2:4][O:5][C:6]1[CH:15]=[CH:14][CH:13]=[C:12]2[C:7]=1[C:8]([NH:16][C:17]1[CH:22]=[CH:21][C:20]([O:23][C:24]3[CH:25]=[N:26][C:27]([CH3:30])=[CH:28][CH:29]=3)=[C:19]([CH3:31])[CH:18]=1)=[N:9][CH:10]=[N:11]2)=[O:36]. The yield is 0.600. (6) The reactants are [CH2:1]([O:8][N:9]1[C:15](=[O:16])[N:14]2[CH2:17][C@H:10]1[CH2:11][CH2:12][C@H:13]2[C:18]([OH:20])=O)[C:2]1[CH:7]=[CH:6][CH:5]=[CH:4][CH:3]=1.[NH2:21][O:22][CH2:23][CH2:24][NH:25][S:26]([NH:29][C:30](=[O:36])[O:31][C:32]([CH3:35])([CH3:34])[CH3:33])(=[O:28])=[O:27].ON1C2C=CC=CC=2N=N1.Cl.C(N=C=NCCCN(C)C)C. The catalyst is C(Cl)Cl. The product is [CH2:1]([O:8][N:9]1[C:15](=[O:16])[N:14]2[CH2:17][C@H:10]1[CH2:11][CH2:12][C@H:13]2[C:18]([NH:21][O:22][CH2:23][CH2:24][NH:25][S:26]([NH:29][C:30](=[O:36])[O:31][C:32]([CH3:34])([CH3:33])[CH3:35])(=[O:28])=[O:27])=[O:20])[C:2]1[CH:3]=[CH:4][CH:5]=[CH:6][CH:7]=1. The yield is 0.930. (7) The reactants are [NH2:1][C:2]1[C:11]([C:12]#[N:13])=[C:10](O)[C:9]2[C:4](=[CH:5][C:6]([Br:15])=[CH:7][CH:8]=2)[N:3]=1.P(Cl)(Cl)([Cl:18])=O.[OH-:21].[Na+]. The catalyst is O. The product is [NH2:1][C:2]1[C:11]([C:12]([NH2:13])=[O:21])=[C:10]([Cl:18])[C:9]2[C:4](=[CH:5][C:6]([Br:15])=[CH:7][CH:8]=2)[N:3]=1. The yield is 0.420.